From a dataset of Antibody developability classification from SAbDab with 2,409 antibodies. Regression/Classification. Given an antibody's heavy chain and light chain sequences, predict its developability. TAP uses regression for 5 developability metrics; SAbDab uses binary classification. (1) The antibody is ['EVKLLESGPGLVAPSESLSITCTISGFSLTDDGVSWIRQPPGKGLEWLGVIWGGGSTYFNSLFKSRLSITRDNSKSQVFLEMDSLQTDDTAMYYCAKHDGHETMDYWGQGTSVTVSS', 'EIVMTQSPKFMSTSIGDRVNITCKATQNVRTAVTWYQQKPGQSPQALIFLASNRHTGVPARFTGSGSGTDFTLTINNVKSEDLADYFCLQHWNYPLTFGSGTKLEIK']. Result: 0 (not developable). (2) The antibody is ['EVQLVQSGAEVKMPGESLRISCKVSGYNFVKFWIAWVRQKPGKGLEWMGVIHPGDSDSTYNPSFQGHVSISADKSINTAYLQWNSLKASDTAMYFCARVVGDREGFGYHYGLDVWGQGTTVTVSS', 'EIVLTQSPGTLSLSPGERATLSCRASQSVFSTFLAWYQQKPGQAPRLLIYAASRRAAGIPDRFSGSESGTDFTLTISRLEPEDFAVYYCQQSESSPWTFGQGTKVDIK']. Result: 0 (not developable). (3) The antibody is ['EVKLVESGPELKKPGETVKISCKASGFTFTNYGMNWVKQAPGKGLKWMGWINIYTGEPTYADDFKGRFAFSLETSASTAYLQINNLKNEDTATYFCARGYDYEGYFDYWGQGTTLTVSS', 'DIVMTQAPATLSVTPGDRVSLSCRASQSIADYLYWYQQKSHESPRLLLKYASQSISGIPSRFSGSGSGSDFTLTINSVEPEDVGMYYCQNGHSFPRTFGGGTKLEIK']. Result: 0 (not developable). (4) The antibody is ['QSVEESGGRLVTPGTPLTLTCTVSACSLYHCTMNWVRQAPGKGLEWIGDIYTDGNTYYANWAKGRFTISKTSTTVDLKITSPTTEDTATYFCARDSWDASSYYGLDLWGQGTLVTVSS', 'AIKMTQTPSSVSAAVGGTVTINCQASEDIKRYLAWYQQKPGQPPKLLIYAASKLASGVSSRFKGSGSGTEYTLTISGVQCDDAATYYCQQGYTSSNVNNAFGGGTEVVVK']. Result: 1 (developable). (5) The antibody is ['6ayn', 'PROT_D746F282']. Result: 0 (not developable). (6) The antibody is ['EVQLVESGGGLVQPGGSLRLSCAASGFTINGTYIHWVRQAPGKGLEWVGGIYPAGGATYYADSVKGRFTISADTSKNTAYLQMNSLRAEDTAVYYCAKWAWPAFDYWGQGTLVTVSS', 'DIQMTQSPSSLSASVGDRVTITCRASQDVSTAVAWYQQKPGKAPKLLIYSASFLYSGVPSRFSGSGSGTDFTLTISSLQPEDFATYYCQQSNRAPATFGQGTKVEIK']. Result: 0 (not developable).